From a dataset of Full USPTO retrosynthesis dataset with 1.9M reactions from patents (1976-2016). Predict the reactants needed to synthesize the given product. (1) Given the product [C:20]([OH:23])(=[O:22])[CH3:21].[CH:2]1([CH2:7][N:8]2[C:12]3=[N:13][CH:14]=[C:15]([F:17])[CH:16]=[C:11]3[C:10]([C:18](=[NH:25])[NH2:19])=[N:9]2)[CH2:3][CH2:4][CH2:5][CH2:6]1, predict the reactants needed to synthesize it. The reactants are: [Na].[CH:2]1([CH2:7][N:8]2[C:12]3=[N:13][CH:14]=[C:15]([F:17])[CH:16]=[C:11]3[C:10]([C:18]#[N:19])=[N:9]2)[CH2:6][CH2:5][CH2:4][CH2:3]1.[C:20]([OH:23])(=[O:22])[CH3:21].[Cl-].[NH4+:25]. (2) Given the product [Cl:17][C:15]1[N:16]=[C:11]([NH:44][CH2:43][C:42]2[C:37]([Cl:36])=[CH:38][CH:39]=[C:40]([O:46][CH3:47])[C:41]=2[F:45])[C:12]2[CH2:20][N:19]([CH2:21][C:22]3[CH:35]=[CH:34][C:25]([CH2:26][N:27]4[CH:32]=[CH:31][CH:30]=[CH:29][C:28]4=[O:33])=[CH:24][CH:23]=3)[CH2:18][C:13]=2[N:14]=1, predict the reactants needed to synthesize it. The reactants are: CCN(C(C)C)C(C)C.Br[C:11]1[C:12]2[CH2:20][N:19]([CH2:21][C:22]3[CH:35]=[CH:34][C:25]([CH2:26][N:27]4[CH:32]=[CH:31][CH:30]=[CH:29][C:28]4=[O:33])=[CH:24][CH:23]=3)[CH2:18][C:13]=2[N:14]=[C:15]([Cl:17])[N:16]=1.[Cl:36][C:37]1[C:42]([CH2:43][NH2:44])=[C:41]([F:45])[C:40]([O:46][CH3:47])=[CH:39][CH:38]=1. (3) Given the product [N+:1]([C:4]1[C:13]2[C:8](=[CH:9][CH:10]=[CH:11][CH:12]=2)[C:7]([O:14][CH2:17][CH2:18][N:19]2[CH2:24][CH2:23][O:22][CH2:21][CH2:20]2)=[CH:6][CH:5]=1)([O-:3])=[O:2], predict the reactants needed to synthesize it. The reactants are: [N+:1]([C:4]1[C:13]2[C:8](=[CH:9][CH:10]=[CH:11][CH:12]=2)[C:7]([OH:14])=[CH:6][CH:5]=1)([O-:3])=[O:2].Cl.Cl[CH2:17][CH2:18][N:19]1[CH2:24][CH2:23][O:22][CH2:21][CH2:20]1.[OH-].[Na+].C(=O)([O-])[O-].[K+].[K+]. (4) Given the product [F:1][C:2]1[CH:26]=[CH:25][C:24]([F:27])=[CH:23][C:3]=1[CH2:4][O:5][CH:6]1[CH2:7][CH2:8][N:9]([S:12]([CH2:15][CH:16]([NH:28][OH:29])[C:17]2[CH:22]=[CH:21][CH:20]=[CH:19][CH:18]=2)(=[O:13])=[O:14])[CH2:10][CH2:11]1, predict the reactants needed to synthesize it. The reactants are: [F:1][C:2]1[CH:26]=[CH:25][C:24]([F:27])=[CH:23][C:3]=1[CH2:4][O:5][CH:6]1[CH2:11][CH2:10][N:9]([S:12](/[CH:15]=[CH:16]/[C:17]2[CH:22]=[CH:21][CH:20]=[CH:19][CH:18]=2)(=[O:14])=[O:13])[CH2:8][CH2:7]1.[NH2:28][OH:29].CCOC(C)=O. (5) Given the product [O:37]=[C:38]1[N:42]([CH2:43][C:44]([N:28]2[CH2:29][CH2:30][C@H:25]([NH:24][CH2:23][C:14]3[CH:13]=[C:12]([C:5]4[CH:6]=[CH:7][C:8]([C:10]#[N:11])=[CH:9][C:4]=4[F:3])[CH:17]=[CH:16][C:15]=3[O:18][C:19]([F:21])([F:22])[F:20])[C@H:26]([C:31]3[CH:32]=[CH:33][CH:34]=[CH:35][CH:36]=3)[CH2:27]2)=[O:45])[C:41](=[O:47])[CH2:40][O:39]1, predict the reactants needed to synthesize it. The reactants are: Cl.Cl.[F:3][C:4]1[CH:9]=[C:8]([C:10]#[N:11])[CH:7]=[CH:6][C:5]=1[C:12]1[CH:17]=[CH:16][C:15]([O:18][C:19]([F:22])([F:21])[F:20])=[C:14]([CH2:23][NH:24][C@H:25]2[CH2:30][CH2:29][NH:28][CH2:27][C@H:26]2[C:31]2[CH:36]=[CH:35][CH:34]=[CH:33][CH:32]=2)[CH:13]=1.[O:37]=[C:38]1[N:42]([CH2:43][C:44](O)=[O:45])[C:41](=[O:47])[CH2:40][O:39]1. (6) Given the product [N:18]1[CH:23]=[CH:22][CH:21]=[CH:20][C:19]=1[CH2:24][O:1][C:2]1[CH:3]=[C:4]2[C:8](=[CH:9][CH:10]=1)[CH2:7][C@H:6]([NH:11][S:12]([CH:15]([CH3:17])[CH3:16])(=[O:14])=[O:13])[CH2:5]2, predict the reactants needed to synthesize it. The reactants are: [OH:1][C:2]1[CH:3]=[C:4]2[C:8](=[CH:9][CH:10]=1)[CH2:7][C@H:6]([NH:11][S:12]([CH:15]([CH3:17])[CH3:16])(=[O:14])=[O:13])[CH2:5]2.[N:18]1[CH:23]=[CH:22][CH:21]=[CH:20][C:19]=1[CH2:24]O.C1(P(C2C=CC=CC=2)C2C=CC=CC=2)C=CC=CC=1.N(C(OC(C)C)=O)=NC(OC(C)C)=O. (7) Given the product [CH2:30]([O:29][C:24]([CH3:23])([CH3:28])[C:25]([O:27][N:38]1[C:42](=[O:43])[CH2:41][CH2:40][C:39]1=[O:44])=[O:26])[C:31]1[CH:32]=[CH:33][CH:34]=[CH:35][CH:36]=1, predict the reactants needed to synthesize it. The reactants are: C1CCC(N=C=NC2CCCCC2)CC1.C([CH2:23][C:24]([O:29][CH2:30][C:31]1[CH:36]=[CH:35][CH:34]=[CH:33][CH:32]=1)([CH3:28])[C:25]([OH:27])=[O:26])C1C=CC=CC=1.O[N:38]1[C:42](=[O:43])[CH2:41][CH2:40][C:39]1=[O:44]. (8) Given the product [CH3:13][N:12]1[CH:6]2[CH2:7][CH2:8][CH2:9][CH:10]1[CH2:11][CH:4]([NH:3][C:29]([C:25]1[CH:26]=[CH:27][CH:28]=[C:22]3[O:21][C:20]([C:14]4[CH:19]=[CH:18][CH:17]=[CH:16][CH:15]=4)=[N:24][C:23]=13)=[O:30])[CH2:5]2, predict the reactants needed to synthesize it. The reactants are: Cl.Cl.[NH2:3][CH:4]1[CH2:11][CH:10]2[N:12]([CH3:13])[CH:6]([CH2:7][CH2:8][CH2:9]2)[CH2:5]1.[C:14]1([C:20]2[O:21][C:22]3[C:23](=[C:25]([C:29](O)=[O:30])[CH:26]=[CH:27][CH:28]=3)[N:24]=2)[CH:19]=[CH:18][CH:17]=[CH:16][CH:15]=1. (9) Given the product [Br:23][C:24]1[CH:29]=[C:28]([CH:27]=[CH:26][C:25]=1[C:32]([F:33])([F:34])[F:35])[CH2:30][N:20]1[CH2:21][CH2:22][C:5]2([O:4][C:3](=[O:2])[N:7]([C:8]3[CH:17]=[CH:16][C:11]([C:12]([O:14][CH3:15])=[O:13])=[CH:10][CH:9]=3)[CH2:6]2)[CH2:18][CH2:19]1, predict the reactants needed to synthesize it. The reactants are: Cl.[O:2]=[C:3]1[N:7]([C:8]2[CH:17]=[CH:16][C:11]([C:12]([O:14][CH3:15])=[O:13])=[CH:10][CH:9]=2)[CH2:6][C:5]2([CH2:22][CH2:21][NH:20][CH2:19][CH2:18]2)[O:4]1.[Br:23][C:24]1[CH:29]=[C:28]([CH2:30]Br)[CH:27]=[CH:26][C:25]=1[C:32]([F:35])([F:34])[F:33]. (10) Given the product [CH3:27][C:24]1[N:23]=[C:22]([C:18]2[CH:17]=[C:16]([C@H:15]([NH:28][CH3:29])[CH2:14][N:11]3[CH2:12][CH2:13][C@H:9]([OH:8])[CH2:10]3)[CH:21]=[CH:20][CH:19]=2)[O:26][N:25]=1, predict the reactants needed to synthesize it. The reactants are: [Si]([O:8][C@H:9]1[CH2:13][CH2:12][N:11]([CH2:14][C@@H:15]([N:28](C)[C:29](=O)OCC2C=CC=CC=2)[C:16]2[CH:21]=[CH:20][CH:19]=[C:18]([C:22]3[O:26][N:25]=[C:24]([CH3:27])[N:23]=3)[CH:17]=2)[CH2:10]1)(C(C)(C)C)(C)C.